This data is from M1 muscarinic receptor antagonist screen with 61,756 compounds. The task is: Binary Classification. Given a drug SMILES string, predict its activity (active/inactive) in a high-throughput screening assay against a specified biological target. (1) The molecule is S=C(N1CCOCC1)c1cn(C(=O)C2CC2)c2c1cccc2. The result is 0 (inactive). (2) The molecule is S(c1nc(nc(c1)C)NC(=O)C)C. The result is 0 (inactive). (3) The drug is S1CCN=C1NC(=O)c1sccc1. The result is 0 (inactive).